Dataset: Catalyst prediction with 721,799 reactions and 888 catalyst types from USPTO. Task: Predict which catalyst facilitates the given reaction. The catalyst class is: 37. Product: [C:22]1([C:29]2[CH:30]=[CH:31][CH:32]=[CH:33][CH:34]=2)[CH:27]=[CH:26][CH:25]=[CH:24][C:23]=1[O:28][C:3]1[C:2]([Br:1])=[C:7]([O:38][C:35]2[CH:19]=[CH:18][CH:17]=[CH:16][C:15]=2[C:4]2[CH:5]=[CH:6][CH:7]=[CH:2][CH:3]=2)[C:6]([C:9]2[CH:14]=[CH:13][CH:12]=[CH:11][CH:10]=2)=[CH:5][C:4]=1[C:15]1[CH:20]=[CH:19][CH:18]=[CH:17][CH:16]=1. Reactant: [Br:1][C:2]1[C:3](F)=[C:4]([C:15]2[CH:20]=[CH:19][CH:18]=[CH:17][CH:16]=2)[CH:5]=[C:6]([C:9]2[CH:14]=[CH:13][CH:12]=[CH:11][CH:10]=2)[C:7]=1F.[C:22]1([C:29]2[CH:34]=[CH:33][CH:32]=[CH:31][CH:30]=2)[C:23]([OH:28])=[CH:24][CH:25]=[CH:26][CH:27]=1.[C:35](=[O:38])([O-])[O-].[K+].[K+].